From a dataset of Forward reaction prediction with 1.9M reactions from USPTO patents (1976-2016). Predict the product of the given reaction. Given the reactants NN.[CH3:3][C:4]1[C:9]([C:10]([F:13])([F:12])[F:11])=[CH:8][CH:7]=[CH:6][C:5]=1[CH2:14][N:15]1[C:20]2[N:21]=[C:22]([N:24]3[CH2:29][CH2:28][O:27][CH2:26][CH2:25]3)[S:23][C:19]=2[C:18](=[O:30])[N:17]=[C:16]1[CH2:31][N:32]1C(=O)C2C(=CC=CC=2)C1=O, predict the reaction product. The product is: [NH2:32][CH2:31][C:16]1[N:15]([CH2:14][C:5]2[CH:6]=[CH:7][CH:8]=[C:9]([C:10]([F:11])([F:13])[F:12])[C:4]=2[CH3:3])[C:20]2[N:21]=[C:22]([N:24]3[CH2:29][CH2:28][O:27][CH2:26][CH2:25]3)[S:23][C:19]=2[C:18](=[O:30])[N:17]=1.